Dataset: Catalyst prediction with 721,799 reactions and 888 catalyst types from USPTO. Task: Predict which catalyst facilitates the given reaction. (1) Reactant: C(OC(=O)[NH:7][CH2:8][CH2:9][NH:10][CH2:11][CH2:12][C:13]1[N:22]=[C:21]([C:23]([NH:25][CH2:26][C:27]2[CH:32]=[CH:31][C:30]([F:33])=[CH:29][CH:28]=2)=[O:24])[C:20]([OH:34])=[C:19]2[C:14]=1[CH:15]=[CH:16][CH:17]=[N:18]2)(C)(C)C.C(NCC)(C)C.[Cl:42][CH2:43][C:44](Cl)=[O:45]. Product: [F:33][C:30]1[CH:29]=[CH:28][C:27]([CH2:26][NH:25][C:23]([C:21]2[C:20]([OH:34])=[C:19]3[C:14]([CH:15]=[CH:16][CH:17]=[N:18]3)=[C:13]([CH2:12][CH2:11][N:10]([CH2:9][CH2:8][NH2:7])[C:44](=[O:45])[CH2:43][Cl:42])[N:22]=2)=[O:24])=[CH:32][CH:31]=1. The catalyst class is: 12. (2) Reactant: [Cl:1][C:2]1[CH:9]=[C:6]([CH:7]=O)[C:5]([OH:10])=[CH:4][CH:3]=1.[NH2:11][C:12]1[CH:13]=[C:14]([CH:23]=[CH:24][C:25]=1[Cl:26])[CH2:15][S:16]([CH2:19][C:20](O)=[O:21])(=[O:18])=[O:17]. Product: [Cl:26][C:25]1[CH:24]=[CH:23][C:14]([CH2:15][S:16]([C:19]2[C:20](=[O:21])[O:10][C:5]3[C:6]([CH:7]=2)=[CH:9][C:2]([Cl:1])=[CH:3][CH:4]=3)(=[O:18])=[O:17])=[CH:13][C:12]=1[NH2:11]. The catalyst class is: 15. (3) Reactant: [CH:1]([C:4]1[C:8]([CH2:9][CH2:10][CH2:11][OH:12])=[CH:7][N:6]([C:13]2[CH:18]=[CH:17][CH:16]=[C:15]([C:19]([F:22])([F:21])[F:20])[N:14]=2)[N:5]=1)([CH3:3])[CH3:2].O[C:24]1[C:29]([O:30][CH3:31])=[CH:28][CH:27]=[CH:26][C:25]=1[CH2:32][C:33]([O:35][CH3:36])=[O:34].C(P(CCCC)CCCC)CCC.N(C(N1CCCCC1)=O)=NC(N1CCCCC1)=O. Product: [CH:1]([C:4]1[C:8]([CH2:9][CH2:10][CH2:11][O:12][C:24]2[C:29]([O:30][CH3:31])=[CH:28][CH:27]=[CH:26][C:25]=2[CH2:32][C:33]([O:35][CH3:36])=[O:34])=[CH:7][N:6]([C:13]2[CH:18]=[CH:17][CH:16]=[C:15]([C:19]([F:21])([F:20])[F:22])[N:14]=2)[N:5]=1)([CH3:3])[CH3:2]. The catalyst class is: 7. (4) Reactant: [C:1]([C:3]1[C:8]([F:9])=[CH:7][CH:6]=[CH:5][C:4]=1[S:10](Cl)(=[O:12])=[O:11])#[N:2].[CH:14]1([CH2:17][NH2:18])[CH2:16][CH2:15]1.O.Cl. Product: [F:9][C:8]1[C:3]2[C:1](=[NH:2])[N:18]([CH2:17][CH:14]3[CH2:16][CH2:15]3)[S:10](=[O:11])(=[O:12])[C:4]=2[CH:5]=[CH:6][CH:7]=1. The catalyst class is: 1. (5) Reactant: [Br:1][C:2]1[CH:7]=[CH:6][C:5]([OH:8])=[CH:4][CH:3]=1.C([O-])([O-])=O.[Cs+].[Cs+].C(OCC)(=O)C.Br[C:22]1[CH:30]=[CH:29][C:28]([O:31][CH3:32])=[CH:27][C:23]=1[C:24]([OH:26])=[O:25]. Product: [Br:1][C:2]1[CH:7]=[CH:6][C:5]([O:8][C:22]2[CH:30]=[CH:29][C:28]([O:31][CH3:32])=[CH:27][C:23]=2[C:24]([OH:26])=[O:25])=[CH:4][CH:3]=1. The catalyst class is: 11. (6) Reactant: [CH2:1]([O:8][C:9]1[CH:10]=[C:11]2[C:16](=[CH:17][CH:18]=1)[C:15](=[O:19])[N:14]([CH2:20][CH:21]1[CH2:23][CH2:22]1)[C:13]([CH2:24]Cl)=[C:12]2[O:26][CH2:27][CH2:28][CH2:29][CH3:30])[C:2]1[CH:7]=[CH:6][CH:5]=[CH:4][CH:3]=1.[C:31]1(=[O:41])[NH:35][C:34](=[O:36])[C:33]2=[CH:37][CH:38]=[CH:39][CH:40]=[C:32]12.[K].O. Product: [CH2:1]([O:8][C:9]1[CH:10]=[C:11]2[C:16](=[CH:17][CH:18]=1)[C:15](=[O:19])[N:14]([CH2:20][CH:21]1[CH2:23][CH2:22]1)[C:13]([CH2:24][N:35]1[C:31](=[O:41])[C:32]3[C:33](=[CH:37][CH:38]=[CH:39][CH:40]=3)[C:34]1=[O:36])=[C:12]2[O:26][CH2:27][CH2:28][CH2:29][CH3:30])[C:2]1[CH:7]=[CH:6][CH:5]=[CH:4][CH:3]=1. The catalyst class is: 9. (7) Reactant: [CH3:1][O:2][C:3]([C:5]1([CH2:17][O:18][CH3:19])[CH2:9][CH2:8][N:7](CC2C=CC=CC=2)[CH2:6]1)=[O:4].C([O-])=O.[NH4+]. Product: [CH3:1][O:2][C:3]([C:5]1([CH2:17][O:18][CH3:19])[CH2:9][CH2:8][NH:7][CH2:6]1)=[O:4]. The catalyst class is: 43.